From a dataset of Reaction yield outcomes from USPTO patents with 853,638 reactions. Predict the reaction yield, written as a fraction of the theoretical maximum amount of product (1.0 means a 100% yield; for example, 0.34 means a 34% yield). (1) The yield is 0.990. The catalyst is C1(C)C=CC=CC=1.CO. The reactants are [C:1]([O:5][C:6]([NH:8][C@@H:9]([CH3:14])[CH2:10][C:11]([OH:13])=[O:12])=[O:7])([CH3:4])([CH3:3])[CH3:2].[CH3:15][Si](C=[N+]=[N-])(C)C. The product is [CH3:15][O:12][C:11](=[O:13])[CH2:10][C@@H:9]([NH:8][C:6]([O:5][C:1]([CH3:4])([CH3:2])[CH3:3])=[O:7])[CH3:14]. (2) The yield is 0.900. The reactants are Cl[CH2:2][C@H:3]([CH3:21])[C@H:4]([C:7]1[CH:12]=[CH:11][CH:10]=[C:9]([O:13][CH2:14][C:15]2[CH:20]=[CH:19][CH:18]=[CH:17][CH:16]=2)[CH:8]=1)[CH2:5][CH3:6].C(=O)([O-])[O-].[K+].[K+].Cl.[CH3:29][NH:30][CH3:31].O. The catalyst is CN(C)C=O. The product is [CH2:5]([C@@H:4]([C:7]1[CH:12]=[CH:11][CH:10]=[C:9]([O:13][CH2:14][C:15]2[CH:20]=[CH:19][CH:18]=[CH:17][CH:16]=2)[CH:8]=1)[C@@H:3]([CH3:21])[CH2:2][N:30]([CH3:31])[CH3:29])[CH3:6]. (3) The reactants are [C:1]([O:12][CH3:13])(=[O:11])[C:2]1[CH:10]=[CH:9][CH:8]=[C:4]([C:5]([O-])=[O:6])[CH:3]=1.[CH3:14][NH:15][CH3:16].CCN=C=NCCCN(C)C.Cl.O.ON1C2C=CC=CC=2N=N1. The catalyst is C1COCC1.CO.O. The product is [CH3:14][N:15]([CH3:16])[C:5]([C:4]1[CH:3]=[C:2]([CH:10]=[CH:9][CH:8]=1)[C:1]([O:12][CH3:13])=[O:11])=[O:6]. The yield is 1.00. (4) The reactants are [Br:1][C:2]1[CH:13]=[CH:12][C:5]([O:6][CH2:7][CH2:8][CH2:9][CH2:10][NH2:11])=[CH:4][CH:3]=1.[C:14]([O:18][C:19](O[C:19]([O:18][C:14]([CH3:17])([CH3:16])[CH3:15])=[O:20])=[O:20])([CH3:17])([CH3:16])[CH3:15]. The catalyst is C1COCC1. The product is [Br:1][C:2]1[CH:13]=[CH:12][C:5]([O:6][CH2:7][CH2:8][CH2:9][CH2:10][NH:11][C:19](=[O:20])[O:18][C:14]([CH3:17])([CH3:16])[CH3:15])=[CH:4][CH:3]=1. The yield is 0.710. (5) The catalyst is C(O)C. The reactants are [Cl:1][C:2]1[CH:3]=[C:4]([CH:20]=[CH:21][C:22]=1[Cl:23])[CH2:5][NH:6][C:7]1[CH:8]=[CH:9][C:10]2[N:11]([C:13]([N+:17]([O-])=O)=[C:14]([CH3:16])[N:15]=2)[N:12]=1.O.O.[Sn](Cl)Cl.C(=O)(O)[O-].[Na+]. The product is [Cl:1][C:2]1[CH:3]=[C:4]([CH:20]=[CH:21][C:22]=1[Cl:23])[CH2:5][NH:6][C:7]1[CH:8]=[CH:9][C:10]2[N:11]([C:13]([NH2:17])=[C:14]([CH3:16])[N:15]=2)[N:12]=1. The yield is 0.460. (6) The reactants are [H-].[Na+].[NH2:3][C:4]1[CH:9]=[CH:8][CH:7]=[CH:6][N:5]=1.F[C:11]1[CH:16]=[C:15]([F:17])[CH:14]=[CH:13][C:12]=1[N+:18]([O-:20])=[O:19]. The catalyst is C1COCC1. The product is [F:17][C:15]1[CH:14]=[CH:13][C:12]([N+:18]([O-:20])=[O:19])=[C:11]([NH:3][C:4]2[CH:9]=[CH:8][CH:7]=[CH:6][N:5]=2)[CH:16]=1. The yield is 0.940. (7) The reactants are [C:1]1([C@H:7]([NH:9][CH2:10]C(O)=O)[CH3:8])[CH:6]=[CH:5][CH:4]=[CH:3][CH:2]=1.[CH2:14]([O:16][C:17](=[O:25])[N:18]([CH2:22][CH:23]=[CH2:24])[CH2:19][CH:20]=O)[CH3:15]. The catalyst is C1(C)C=CC=CC=1.CO. The product is [C:1]1([C@H:7]([N:9]2[CH:20]3[CH2:19][N:18]([C:17]([O:16][CH2:14][CH3:15])=[O:25])[CH2:22][CH:23]3[CH2:24][CH2:10]2)[CH3:8])[CH:6]=[CH:5][CH:4]=[CH:3][CH:2]=1. The yield is 1.00. (8) The reactants are C([Li])CCC.[Cl-].[CH3:7][O:8][CH2:9][P+](C1C=CC=CC=1)(C1C=CC=CC=1)C1C=CC=CC=1.[CH3:29][O:30][C:31]1[CH:44]=[CH:43][C:34]([CH2:35][CH:36]2[CH2:41][CH2:40][O:39][CH2:38][C:37]2=O)=[CH:33][CH:32]=1.C([O-])(O)=O.[Na+]. The catalyst is C1COCC1. The product is [CH3:29][O:30][C:31]1[CH:44]=[CH:43][C:34]([CH2:35][CH:36]2[CH2:41][CH2:40][O:39][CH2:38]/[C:37]/2=[CH:7]\[O:8][CH3:9])=[CH:33][CH:32]=1.[CH3:29][O:30][C:31]1[CH:44]=[CH:43][C:34]([CH2:35][CH:36]2[CH2:41][CH2:40][O:39][CH2:38]/[C:37]/2=[CH:7]/[O:8][CH3:9])=[CH:33][CH:32]=1. The yield is 0.520. (9) The reactants are [NH2:1][C:2]1[CH:11]=[CH:10][C:9]2[NH:8][C:7](=[O:12])[C:6]3[NH:13][CH:14]=[CH:15][C:5]=3[C:4]=2[CH:3]=1.Cl.[CH2:17]([C:19]([OH:21])=[O:20])[CH3:18].[S:22]1[CH:26]=[CH:25][CH:24]=[C:23]1[S:27](Cl)(=[O:29])=[O:28]. No catalyst specified. The product is [O:12]=[C:7]1[C:6]2[NH:13][CH:14]=[CH:15][C:5]=2[C:4]2[CH:3]=[C:2]([NH:1][S:27]([C:23]3[S:22][CH:26]=[CH:25][CH:24]=3)(=[O:29])=[O:28])[CH:11]=[CH:10][C:9]=2[NH:8]1.[CH2:17]([C:19]([O-:21])=[O:20])[CH3:18]. The yield is 0.210.